Dataset: Peptide-MHC class I binding affinity with 185,985 pairs from IEDB/IMGT. Task: Regression. Given a peptide amino acid sequence and an MHC pseudo amino acid sequence, predict their binding affinity value. This is MHC class I binding data. (1) The peptide sequence is PYFGPGAEG. The MHC is HLA-A24:02 with pseudo-sequence HLA-A24:02. The binding affinity (normalized) is 0. (2) The peptide sequence is KVCYNAVLT. The MHC is H-2-Dd with pseudo-sequence H-2-Dd. The binding affinity (normalized) is 0. (3) The peptide sequence is SSFRFRGM. The MHC is H-2-Kb with pseudo-sequence H-2-Kb. The binding affinity (normalized) is 0.997. (4) The peptide sequence is LAYFPVFRFLNGS. The MHC is HLA-A68:02 with pseudo-sequence HLA-A68:02. The binding affinity (normalized) is 0. (5) The peptide sequence is YLGPTIRVW. The MHC is HLA-A02:06 with pseudo-sequence HLA-A02:06. The binding affinity (normalized) is 0.198.